Dataset: Peptide-MHC class II binding affinity with 134,281 pairs from IEDB. Task: Regression. Given a peptide amino acid sequence and an MHC pseudo amino acid sequence, predict their binding affinity value. This is MHC class II binding data. (1) The binding affinity (normalized) is 0.174. The MHC is DRB1_0404 with pseudo-sequence DRB1_0404. The peptide sequence is NENITVPDTKVNFYA. (2) The peptide sequence is EMPSEEGYQDYEPEA. The MHC is DRB1_1201 with pseudo-sequence DRB1_1201. The binding affinity (normalized) is 0. (3) The peptide sequence is WLACGVDNFCVKVLAK. The MHC is HLA-DQA10103-DQB10603 with pseudo-sequence HLA-DQA10103-DQB10603. The binding affinity (normalized) is 0. (4) The peptide sequence is GGKAYMDVISRRDQR. The MHC is DRB3_0301 with pseudo-sequence DRB3_0301. The binding affinity (normalized) is 0.228.